This data is from Full USPTO retrosynthesis dataset with 1.9M reactions from patents (1976-2016). The task is: Predict the reactants needed to synthesize the given product. (1) Given the product [Cl:22][C:23]1[CH:31]=[CH:30][C:26]([C:27]([NH:44][C:45]2[CH:54]=[C:53]3[C:48]([CH2:49][CH2:50][C:51](=[O:56])[N:52]3[CH3:55])=[CH:47][CH:46]=2)=[O:28])=[C:25]([NH:32][C@H:33]2[CH2:38][CH2:37][CH2:36][CH2:35][C@@H:34]2[N:39]2[CH2:40][CH2:41][CH2:42][CH2:43]2)[CH:24]=1, predict the reactants needed to synthesize it. The reactants are: Cl.C(N=C=NCCCN(C)C)C.CN(C1C=CC=CN=1)C.[Cl:22][C:23]1[CH:31]=[CH:30][C:26]([C:27](O)=[O:28])=[C:25]([NH:32][C@H:33]2[CH2:38][CH2:37][CH2:36][CH2:35][C@@H:34]2[N:39]2[CH2:43][CH2:42][CH2:41][CH2:40]2)[CH:24]=1.[NH2:44][C:45]1[CH:54]=[C:53]2[C:48]([CH2:49][CH2:50][C:51](=[O:56])[N:52]2[CH3:55])=[CH:47][CH:46]=1. (2) Given the product [Br:1][C:2]1[CH:7]=[CH:6][N:5]([CH:8]([CH2:12][CH:13]2[CH2:15][CH2:14]2)[C:9]([NH:17][C:18]2[CH:30]=[CH:29][C:21]([C:22]([O:24][C:25]([CH3:26])([CH3:27])[CH3:28])=[O:23])=[CH:20][CH:19]=2)=[O:11])[C:4](=[O:16])[CH:3]=1, predict the reactants needed to synthesize it. The reactants are: [Br:1][C:2]1[CH:7]=[CH:6][N:5]([CH:8]([CH2:12][CH:13]2[CH2:15][CH2:14]2)[C:9]([OH:11])=O)[C:4](=[O:16])[CH:3]=1.[NH2:17][C:18]1[CH:30]=[CH:29][C:21]([C:22]([O:24][C:25]([CH3:28])([CH3:27])[CH3:26])=[O:23])=[CH:20][CH:19]=1. (3) Given the product [Cl:58][C:59]1[CH:60]=[C:61]([NH:62][C:28]([C:26]2[C:25]([N:31]3[CH2:36][CH2:35][CH:34]([C:37]([F:40])([F:38])[F:39])[CH2:33][CH2:32]3)=[CH:24][C:21]3[N:22]([CH3:23])[C:18]([NH:17][C:3]4[C:4]([Cl:16])=[CH:5][CH:6]=[C:7]([CH2:8][NH:9][C:10](=[O:15])[C:11]([F:14])([CH3:13])[CH3:12])[C:2]=4[Cl:1])=[N:19][C:20]=3[CH:27]=2)=[O:29])[CH:63]=[CH:64][C:65]=1[F:66], predict the reactants needed to synthesize it. The reactants are: [Cl:1][C:2]1[C:7]([CH2:8][NH:9][C:10](=[O:15])[C:11]([F:14])([CH3:13])[CH3:12])=[CH:6][CH:5]=[C:4]([Cl:16])[C:3]=1[NH:17][C:18]1[N:22]([CH3:23])[C:21]2[CH:24]=[C:25]([N:31]3[CH2:36][CH2:35][CH:34]([C:37]([F:40])([F:39])[F:38])[CH2:33][CH2:32]3)[C:26]([C:28](O)=[O:29])=[CH:27][C:20]=2[N:19]=1.ClC(N(C)C)=C(C)C.CCN(C(C)C)C(C)C.[Cl:58][C:59]1[CH:60]=[C:61]([CH:63]=[CH:64][C:65]=1[F:66])[NH2:62].